This data is from Forward reaction prediction with 1.9M reactions from USPTO patents (1976-2016). The task is: Predict the product of the given reaction. (1) Given the reactants C(OC([N:8]1[CH2:13][CH2:12][CH:11]([CH2:14]CC(OC)=O)[CH2:10][CH2:9]1)=O)(C)(C)C.[CH3:20][Mg+].[Br-].CC[O:25][CH2:26][CH3:27], predict the reaction product. The product is: [OH:25][C:26]([CH3:27])([CH3:20])[CH2:14][CH:11]1[CH2:12][CH2:13][NH:8][CH2:9][CH2:10]1. (2) The product is: [Cl:30][C:31]([Cl:36])([Cl:35])[C:15]([N:12]1[CH2:13][CH2:14][CH:9]([C:4]2[CH:5]=[CH:6][CH:7]=[CH:8][C:3]=2[O:2][CH3:1])[CH2:10][CH2:11]1)=[O:17]. Given the reactants [CH3:1][O:2][C:3]1[CH:8]=[CH:7][CH:6]=[CH:5][C:4]=1[CH:9]1[CH2:14][CH2:13][N:12]([C:15]([O:17]C(C)(C)C)=O)[CH2:11][CH2:10]1.Cl.C(N(CC)CC)C.[Cl:30][C:31]([Cl:36])([Cl:35])C(Cl)=O, predict the reaction product. (3) Given the reactants [F:1][C:2]([F:24])([F:23])[C:3]1[CH:4]=[C:5]([NH:9][C:10](=[O:22])[CH2:11][C:12]([NH:14][C:15]2[CH:20]=[CH:19][N:18]=[C:17]([Cl:21])[CH:16]=2)=[O:13])[CH:6]=[CH:7][CH:8]=1.[O:25]1[C:30]2[CH:31]=[CH:32][C:33]([CH:35]=O)=[CH:34][C:29]=2[O:28][CH2:27][CH2:26]1, predict the reaction product. The product is: [Cl:21][C:17]1[CH:16]=[C:15]([NH:14][C:12](=[O:13])/[C:11](=[CH:35]\[C:33]2[CH:32]=[CH:31][C:30]3[O:25][CH2:26][CH2:27][O:28][C:29]=3[CH:34]=2)/[C:10]([NH:9][C:5]2[CH:6]=[CH:7][CH:8]=[C:3]([C:2]([F:1])([F:23])[F:24])[CH:4]=2)=[O:22])[CH:20]=[CH:19][N:18]=1. (4) Given the reactants C([O:4][CH2:5][CH2:6][CH2:7][CH2:8][CH:9]=[CH:10][CH2:11][CH2:12][CH2:13][CH3:14])(=O)C.CO.[OH-].[Na+], predict the reaction product. The product is: [CH2:5]([OH:4])[CH2:6][CH2:7][CH2:8][CH:9]=[CH:10][CH2:11][CH2:12][CH2:13][CH3:14]. (5) Given the reactants B(Cl)(Cl)Cl.[Br:5][C:6]1[C:7]([C:15]([O:17][CH3:18])=[O:16])=[CH:8][C:9]2[O:13]C[O:11][C:10]=2[CH:14]=1.CO, predict the reaction product. The product is: [Br:5][C:6]1[CH:14]=[C:10]([OH:11])[C:9]([OH:13])=[CH:8][C:7]=1[C:15]([O:17][CH3:18])=[O:16]. (6) Given the reactants N.[CH3:2][O:3][C:4]1[CH:5]=[C:6]2[C:11](=[CH:12][C:13]=1[O:14][CH2:15][CH:16]1[CH2:21][CH2:20][N:19]([CH3:22])[CH2:18][CH2:17]1)[N:10]=[CH:9][N:8](COC(=O)C(C)(C)C)[C:7]2=[O:31], predict the reaction product. The product is: [CH3:2][O:3][C:4]1[CH:5]=[C:6]2[C:11](=[CH:12][C:13]=1[O:14][CH2:15][CH:16]1[CH2:21][CH2:20][N:19]([CH3:22])[CH2:18][CH2:17]1)[N:10]=[CH:9][NH:8][C:7]2=[O:31].